From a dataset of Aqueous solubility values for 9,982 compounds from the AqSolDB database. Regression/Classification. Given a drug SMILES string, predict its absorption, distribution, metabolism, or excretion properties. Task type varies by dataset: regression for continuous measurements (e.g., permeability, clearance, half-life) or binary classification for categorical outcomes (e.g., BBB penetration, CYP inhibition). For this dataset (solubility_aqsoldb), we predict Y. (1) The compound is OCC1OC(OC2C(CO)OC(O)C(O)C2O)C(O)C(O)C1O. The Y is 0.358 log mol/L. (2) The drug is CCOc1ccc(C(=O)O)c2ccccc12. The Y is -4.11 log mol/L. (3) The drug is Nc1nc2[nH]cc(CCc3ccc(C(=O)O)cc3)c2c(=O)[nH]1. The Y is -3.57 log mol/L. (4) The compound is C#CC1(OC(=O)c2ccccc2)CCC2C3CCC4=CC(=O)CCC4C3CCC21C. The Y is -7.75 log mol/L. (5) The compound is C=CC(=O)N1CCOCC1. The Y is 0.850 log mol/L.